This data is from Forward reaction prediction with 1.9M reactions from USPTO patents (1976-2016). The task is: Predict the product of the given reaction. Given the reactants [CH3:1][C:2]1[CH:3]=[C:4]([C:14](=[O:16])[CH3:15])[CH:5]=[N:6][C:7]=1[O:8][CH2:9][C:10]([F:13])([F:12])[F:11].[BH4-].[Na+], predict the reaction product. The product is: [CH3:1][C:2]1[CH:3]=[C:4]([CH:14]([OH:16])[CH3:15])[CH:5]=[N:6][C:7]=1[O:8][CH2:9][C:10]([F:13])([F:11])[F:12].